The task is: Regression. Given a peptide amino acid sequence and an MHC pseudo amino acid sequence, predict their binding affinity value. This is MHC class I binding data.. This data is from Peptide-MHC class I binding affinity with 185,985 pairs from IEDB/IMGT. (1) The peptide sequence is RPRVAQLTF. The MHC is HLA-B08:02 with pseudo-sequence HLA-B08:02. The binding affinity (normalized) is 0.237. (2) The peptide sequence is KQWSWFSLL. The MHC is HLA-B07:02 with pseudo-sequence HLA-B07:02. The binding affinity (normalized) is 0.0847.